From a dataset of Clinical trial toxicity outcomes and FDA approval status for drugs. Regression/Classification. Given a drug SMILES string, predict its toxicity properties. Task type varies by dataset: regression for continuous values (e.g., LD50, hERG inhibition percentage) or binary classification for toxic/non-toxic outcomes (e.g., AMES mutagenicity, cardiotoxicity, hepatotoxicity). Dataset: clintox. (1) The compound is Cn1c(=O)c2c(ncn2CC(O)CO)n(C)c1=O. The result is 0 (passed clinical trial). (2) The molecule is OC[C@H]1O[C@@H](n2cnc3c2NC=[NH+]C[C@H]3O)C[C@@H]1O. The result is 0 (passed clinical trial). (3) The result is 0 (passed clinical trial). The drug is C[C@@H](Oc1cc(-c2cnn(C3CC[NH2+]CC3)c2)cnc1N)c1c(Cl)ccc(F)c1Cl. (4) The molecule is CCCCCCCCCC(=O)OCCN1CC[NH+](CCCN2c3ccccc3Sc3ccc(C(F)(F)F)cc32)CC1. The result is 0 (passed clinical trial). (5) The drug is CCOC(=O)OC(C)OC(=O)[C@@H]1N2C(=O)[C@@H](NC(=O)[C@H]([NH3+])c3ccccc3)[C@H]2SC1(C)C. The result is 0 (passed clinical trial).